Dataset: NCI-60 drug combinations with 297,098 pairs across 59 cell lines. Task: Regression. Given two drug SMILES strings and cell line genomic features, predict the synergy score measuring deviation from expected non-interaction effect. (1) Drug 1: C1C(C(OC1N2C=NC3=C(N=C(N=C32)Cl)N)CO)O. Drug 2: CS(=O)(=O)OCCCCOS(=O)(=O)C. Cell line: UACC-257. Synergy scores: CSS=11.5, Synergy_ZIP=-3.88, Synergy_Bliss=-2.81, Synergy_Loewe=-18.7, Synergy_HSA=-2.96. (2) Drug 1: CCC1=CC2CC(C3=C(CN(C2)C1)C4=CC=CC=C4N3)(C5=C(C=C6C(=C5)C78CCN9C7C(C=CC9)(C(C(C8N6C)(C(=O)OC)O)OC(=O)C)CC)OC)C(=O)OC.C(C(C(=O)O)O)(C(=O)O)O. Drug 2: CC1=C(N=C(N=C1N)C(CC(=O)N)NCC(C(=O)N)N)C(=O)NC(C(C2=CN=CN2)OC3C(C(C(C(O3)CO)O)O)OC4C(C(C(C(O4)CO)O)OC(=O)N)O)C(=O)NC(C)C(C(C)C(=O)NC(C(C)O)C(=O)NCCC5=NC(=CS5)C6=NC(=CS6)C(=O)NCCC[S+](C)C)O. Cell line: SK-MEL-2. Synergy scores: CSS=41.2, Synergy_ZIP=-6.83, Synergy_Bliss=-7.67, Synergy_Loewe=-13.1, Synergy_HSA=-10.0. (3) Drug 1: CNC(=O)C1=CC=CC=C1SC2=CC3=C(C=C2)C(=NN3)C=CC4=CC=CC=N4. Drug 2: CN(C)C1=NC(=NC(=N1)N(C)C)N(C)C. Cell line: EKVX. Synergy scores: CSS=2.15, Synergy_ZIP=-0.370, Synergy_Bliss=-0.467, Synergy_Loewe=-8.07, Synergy_HSA=-2.52. (4) Drug 1: C1CC(=O)NC(=O)C1N2CC3=C(C2=O)C=CC=C3N. Drug 2: C1CC(=O)NC(=O)C1N2C(=O)C3=CC=CC=C3C2=O. Cell line: SNB-75. Synergy scores: CSS=6.66, Synergy_ZIP=-1.25, Synergy_Bliss=1.70, Synergy_Loewe=2.91, Synergy_HSA=1.50. (5) Drug 1: CN(C)C1=NC(=NC(=N1)N(C)C)N(C)C. Drug 2: C1C(C(OC1N2C=NC3=C(N=C(N=C32)Cl)N)CO)O. Cell line: HCT116. Synergy scores: CSS=4.87, Synergy_ZIP=-3.22, Synergy_Bliss=-3.75, Synergy_Loewe=-20.8, Synergy_HSA=-5.94. (6) Drug 1: COC1=C(C=C2C(=C1)N=CN=C2NC3=CC(=C(C=C3)F)Cl)OCCCN4CCOCC4. Drug 2: CC1C(C(=O)NC(C(=O)N2CCCC2C(=O)N(CC(=O)N(C(C(=O)O1)C(C)C)C)C)C(C)C)NC(=O)C3=C4C(=C(C=C3)C)OC5=C(C(=O)C(=C(C5=N4)C(=O)NC6C(OC(=O)C(N(C(=O)CN(C(=O)C7CCCN7C(=O)C(NC6=O)C(C)C)C)C)C(C)C)C)N)C. Cell line: NCI-H322M. Synergy scores: CSS=47.1, Synergy_ZIP=6.52, Synergy_Bliss=6.65, Synergy_Loewe=5.89, Synergy_HSA=6.07. (7) Drug 1: C1=CC(=CC=C1CC(C(=O)O)N)N(CCCl)CCCl.Cl. Drug 2: C1=NNC2=C1C(=O)NC=N2. Cell line: SF-268. Synergy scores: CSS=11.7, Synergy_ZIP=-0.0729, Synergy_Bliss=4.90, Synergy_Loewe=-8.57, Synergy_HSA=-0.196. (8) Drug 1: COC1=C2C(=CC3=C1OC=C3)C=CC(=O)O2. Drug 2: C1CN(P(=O)(OC1)NCCCl)CCCl. Cell line: DU-145. Synergy scores: CSS=-3.40, Synergy_ZIP=5.20, Synergy_Bliss=4.94, Synergy_Loewe=2.20, Synergy_HSA=-0.328. (9) Drug 1: C1C(C(OC1N2C=NC3=C(N=C(N=C32)Cl)N)CO)O. Drug 2: CN(C(=O)NC(C=O)C(C(C(CO)O)O)O)N=O. Cell line: HOP-92. Synergy scores: CSS=19.9, Synergy_ZIP=-9.35, Synergy_Bliss=-0.345, Synergy_Loewe=-19.9, Synergy_HSA=0.270. (10) Synergy scores: CSS=71.1, Synergy_ZIP=-0.886, Synergy_Bliss=-1.54, Synergy_Loewe=-1.54, Synergy_HSA=0.320. Drug 1: C1CC(C1)(C(=O)O)C(=O)O.[NH2-].[NH2-].[Pt+2]. Drug 2: C1CCC(C(C1)N)N.C(=O)(C(=O)[O-])[O-].[Pt+4]. Cell line: HL-60(TB).